This data is from Full USPTO retrosynthesis dataset with 1.9M reactions from patents (1976-2016). The task is: Predict the reactants needed to synthesize the given product. (1) Given the product [Br:23][C:24]1[CH:33]=[C:32]2[C:27]([CH2:28][C:29]([CH3:46])([CH3:45])[CH2:30][C:31]32[C:37](=[O:38])[N:36]([CH2:39][C:40]([F:43])([F:42])[F:41])[C:35](=[S:10])[NH:34]3)=[CH:26][CH:25]=1, predict the reactants needed to synthesize it. The reactants are: COC1C=CC(P2(SP(C3C=CC(OC)=CC=3)(=S)S2)=[S:10])=CC=1.[Br:23][C:24]1[CH:33]=[C:32]2[C:27]([CH2:28][C:29]([CH3:46])([CH3:45])[CH2:30][C:31]32[C:37](=[O:38])[N:36]([CH2:39][C:40]([F:43])([F:42])[F:41])[C:35](=O)[NH:34]3)=[CH:26][CH:25]=1. (2) Given the product [NH2:1][C:2]1[N:7]=[C:6]([C:8]([NH:10][CH2:11][C:12]2[CH:17]=[CH:16][CH:15]=[C:14]([CH2:18][O:19][CH3:20])[N:13]=2)=[O:9])[C:5]([Br:27])=[C:4]([C:21]2[O:22][C:23]([CH3:26])=[CH:24][CH:25]=2)[N:3]=1, predict the reactants needed to synthesize it. The reactants are: [NH2:1][C:2]1[N:7]=[C:6]([C:8]([NH:10][CH2:11][C:12]2[CH:17]=[CH:16][CH:15]=[C:14]([CH2:18][O:19][CH3:20])[N:13]=2)=[O:9])[CH:5]=[C:4]([C:21]2[O:22][C:23]([CH3:26])=[CH:24][CH:25]=2)[N:3]=1.[Br:27]N1C(=O)CCC1=O. (3) Given the product [CH3:9][O:10][CH:11]([O:15][CH3:16])[C:12](=[CH:1][C:2]1[CH:7]=[CH:6][CH:5]=[CH:4][CH:3]=1)[C:13]#[N:14], predict the reactants needed to synthesize it. The reactants are: [CH:1](=O)[C:2]1[CH:7]=[CH:6][CH:5]=[CH:4][CH:3]=1.[CH3:9][O:10][CH:11]([O:15][CH3:16])[CH2:12][C:13]#[N:14].C[O-].[Na+]. (4) Given the product [CH3:1][C:2]1[CH:7]=[CH:6][CH:5]=[CH:4][C:3]=1[C:8]1[C:9]2[CH:16]=[C:15]([CH2:17][O:18][C:19]3[N:24]=[CH:23][C:22]([CH:25]([C:32]#[C:33][CH3:34])[CH2:26][C:27]([OH:29])=[O:28])=[CH:21][CH:20]=3)[CH:14]=[CH:13][C:10]=2[S:11][CH:12]=1, predict the reactants needed to synthesize it. The reactants are: [CH3:1][C:2]1[CH:7]=[CH:6][CH:5]=[CH:4][C:3]=1[C:8]1[C:9]2[CH:16]=[C:15]([CH2:17][O:18][C:19]3[N:24]=[CH:23][C:22]([CH:25]([C:32]#[C:33][CH3:34])[CH2:26][C:27]([O:29]CC)=[O:28])=[CH:21][CH:20]=3)[CH:14]=[CH:13][C:10]=2[S:11][CH:12]=1.[Li+].[OH-].Cl. (5) Given the product [Cl:1][C:2]1[CH:3]=[CH:4][C:5]2[O:9][C:8]([NH:10][CH2:11][C@@H:12]3[C@H:17]([CH3:18])[CH2:16][CH2:15][CH2:14][N:13]3[C:19]([C:37]3[CH:42]=[C:41]([CH3:43])[CH:40]=[CH:39][C:38]=3[N:44]3[CH:48]=[N:47][C:46]([C:49]([F:51])([F:52])[F:50])=[N:45]3)=[O:21])=[N:7][C:6]=2[CH:25]=1, predict the reactants needed to synthesize it. The reactants are: [Cl:1][C:2]1[CH:3]=[CH:4][C:5]2[O:9][C:8]([NH:10][CH2:11][C@@H:12]3[C@H:17]([CH3:18])[CH2:16][CH2:15][CH2:14][N:13]3[C:19]([O:21]CC=C)=O)=[N:7][C:6]=2[CH:25]=1.NC[C@@H]1[C@H](C)CCCN1C([C:37]1[CH:42]=[C:41]([CH3:43])[CH:40]=[CH:39][C:38]=1[N:44]1[CH:48]=[N:47][C:46]([C:49]([F:52])([F:51])[F:50])=[N:45]1)=O. (6) Given the product [F:17][C:16]1[CH:15]=[C:14]([NH:18][C:19](=[O:24])[CH2:20][C:21](=[O:23])[NH:34][CH:32]([C:26]2[CH:31]=[CH:30][CH:29]=[CH:28][CH:27]=2)[CH3:33])[C:13]([F:25])=[CH:12][C:11]=1[O:10][C:8]1[CH:7]=[CH:6][N:5]=[C:4]([C:1]([NH2:2])=[O:3])[CH:9]=1, predict the reactants needed to synthesize it. The reactants are: [C:1]([C:4]1[CH:9]=[C:8]([O:10][C:11]2[C:16]([F:17])=[CH:15][C:14]([NH:18][C:19](=[O:24])[CH2:20][C:21]([OH:23])=O)=[C:13]([F:25])[CH:12]=2)[CH:7]=[CH:6][N:5]=1)(=[O:3])[NH2:2].[C:26]1([CH:32]([NH2:34])[CH3:33])[CH:31]=[CH:30][CH:29]=[CH:28][CH:27]=1.CCN(C(C)C)C(C)C. (7) Given the product [CH2:7]([Al:9]([CH2:12][CH3:13])[CH2:10][CH3:11])[CH3:8].[CH3:1][N:2]1[CH2:6][CH2:5][CH2:4][CH2:3]1, predict the reactants needed to synthesize it. The reactants are: [CH3:1][N:2]1[CH2:6][CH2:5][CH2:4][CH2:3]1.[CH2:7]([Al:9]([CH2:12][CH3:13])[CH2:10][CH3:11])[CH3:8]. (8) Given the product [CH3:1][C:2]1[C:9]([C:10]2[S:11][C:12]([C:21]([NH2:32])=[O:23])=[C:13]([C:15]3[CH:20]=[CH:19][CH:18]=[CH:17][CH:16]=3)[N:14]=2)=[C:5]2[S:6][CH:7]=[CH:8][N:4]2[N:3]=1, predict the reactants needed to synthesize it. The reactants are: [CH3:1][C:2]1[C:9]([C:10]2[S:11][C:12]([C:21]([OH:23])=O)=[C:13]([C:15]3[CH:20]=[CH:19][CH:18]=[CH:17][CH:16]=3)[N:14]=2)=[C:5]2[S:6][CH:7]=[CH:8][N:4]2[N:3]=1.[Cl-].[NH4+].C1C=CC2N(O)N=[N:32]C=2C=1.CCN=C=NCCCN(C)C. (9) Given the product [CH3:5][C:6]([CH2:14][CH2:15][CH2:16][CH:17]([CH3:24])[CH2:18][CH2:19][CH2:20][CH:21]([CH3:23])[CH3:22])=[CH:7][CH2:8][CH2:9][CH2:10][OH:11], predict the reactants needed to synthesize it. The reactants are: [H-].[Al+3].[H-].[H-].[CH3:5][C:6]([CH2:14][CH2:15][CH2:16][CH:17]([CH3:24])[CH2:18][CH2:19][CH2:20][CH:21]([CH3:23])[CH3:22])=[CH:7][CH2:8][CH2:9][C:10](OC)=[O:11].S([O-])([O-])(=O)=O.[Na+].[Na+]. (10) Given the product [CH2:34]([O:36][C:37]1[C:46]([O:47][CH3:48])=[CH:45][C:44]2[C:43]([C:49]3[CH:50]=[CH:51][C:52]([C:53]([N:30]4[CH2:31][CH2:32][CH:27]([N:12]5[C:13](=[O:26])[C:14]6[S:18][C:17]([C:19]7[CH:20]=[CH:21][C:22]([F:25])=[CH:23][CH:24]=7)=[CH:16][C:15]=6[N:10]([CH2:9][C:6]6[N:7]=[N:8][N:4]([CH2:2][CH3:3])[N:5]=6)[C:11]5=[O:33])[CH2:28][CH2:29]4)=[O:54])=[CH:56][CH:57]=3)=[N:42][C@@H:41]3[CH2:58][CH2:59][S:60][CH2:61][C@@H:40]3[C:39]=2[CH:38]=1)[CH3:35], predict the reactants needed to synthesize it. The reactants are: Cl.[CH2:2]([N:4]1[N:8]=[N:7][C:6]([CH2:9][N:10]2[C:15]3[CH:16]=[C:17]([C:19]4[CH:24]=[CH:23][C:22]([F:25])=[CH:21][CH:20]=4)[S:18][C:14]=3[C:13](=[O:26])[N:12]([CH:27]3[CH2:32][CH2:31][NH:30][CH2:29][CH2:28]3)[C:11]2=[O:33])=[N:5]1)[CH3:3].[CH2:34]([O:36][C:37]1[C:46]([O:47][CH3:48])=[CH:45][C:44]2[C:43]([C:49]3[CH:57]=[CH:56][C:52]([C:53](O)=[O:54])=[CH:51][CH:50]=3)=[N:42][C@@H:41]3[CH2:58][CH2:59][S:60][CH2:61][C@@H:40]3[C:39]=2[CH:38]=1)[CH3:35].CN(C(ON1N=NC2C=CC=CC1=2)=[N+](C)C)C.F[P-](F)(F)(F)(F)F.CCN(C(C)C)C(C)C.